Task: Binary Classification. Given a T-cell receptor sequence (or CDR3 region) and an epitope sequence, predict whether binding occurs between them.. Dataset: TCR-epitope binding with 47,182 pairs between 192 epitopes and 23,139 TCRs (1) The epitope is HLVDFQVTI. The TCR CDR3 sequence is CASSWGVNTEAFF. Result: 1 (the TCR binds to the epitope). (2) The epitope is LPPIVAKEI. The TCR CDR3 sequence is CASSSTWGTGELFF. Result: 0 (the TCR does not bind to the epitope). (3) The epitope is GMFNMLSTVLGVS. The TCR CDR3 sequence is CSARAQGPSQETQYF. Result: 0 (the TCR does not bind to the epitope). (4) The epitope is FPRPWLHGL. The TCR CDR3 sequence is CASSFRQGLGHTGELFF. Result: 1 (the TCR binds to the epitope). (5) The epitope is TSDLATNNLVVMAY. Result: 0 (the TCR does not bind to the epitope). The TCR CDR3 sequence is CASSLVGTYNEQFF. (6) The TCR CDR3 sequence is CASSFGTQAYEQYF. Result: 0 (the TCR does not bind to the epitope). The epitope is NLNESLIDL. (7) The epitope is EHPTFTSQYRIQGKL. The TCR CDR3 sequence is CATSDLTSPWETQYF. Result: 0 (the TCR does not bind to the epitope). (8) The epitope is GVAMPNLYK. The TCR CDR3 sequence is CASIPDRNTEAFF. Result: 0 (the TCR does not bind to the epitope). (9) The epitope is NEGVKAAW. The TCR CDR3 sequence is CASSLHPRGGLTPISYEQYF. Result: 1 (the TCR binds to the epitope). (10) The epitope is FLNGSCGSV. The TCR CDR3 sequence is CASSSEPGEQYF. Result: 1 (the TCR binds to the epitope).